This data is from Forward reaction prediction with 1.9M reactions from USPTO patents (1976-2016). The task is: Predict the product of the given reaction. (1) Given the reactants [O:1]1[C:5]2[CH:6]=[CH:7][CH:8]=[C:9]([C:10](=[O:13])CBr)[C:4]=2[O:3][CH2:2]1.ClC1C=C(Cl)C=CC=1C=O, predict the reaction product. The product is: [O:1]1[C:5]2[CH:6]=[CH:7][CH:8]=[C:9]([CH:10]=[O:13])[C:4]=2[O:3][CH2:2]1. (2) Given the reactants [NH2:1][C:2]1[C:7]2=[C:8]([C:19]3[CH:24]=[CH:23][C:22]([NH2:25])=[CH:21][CH:20]=3)[C:9]([C:11](NCC(F)(F)F)=[O:12])=[CH:10][N:6]2[N:5]=[CH:4][N:3]=1.C([N:33]1[CH:37]=[CH:36][N:35]=[CH:34]1)([N:33]1[CH:37]=[CH:36][N:35]=[CH:34]1)=S.NC1[CH:44]=[C:43]([F:45])[CH:42]=[C:41]([F:46])C=1N.C(N=C=N[CH:54]([CH3:56])C)(C)C.CN(C=[O:61])C, predict the reaction product. The product is: [NH2:1][C:2]1[C:7]2=[C:8]([C:19]3[CH:24]=[CH:23][C:22]([NH:25][C:34]4[NH:33][C:37]5[C:41]([F:46])=[CH:42][C:43]([F:45])=[CH:44][C:36]=5[N:35]=4)=[CH:21][CH:20]=3)[C:9]([C:11]([O:61][CH2:54][CH3:56])=[O:12])=[CH:10][N:6]2[N:5]=[CH:4][N:3]=1. (3) Given the reactants [C:1]([O:5][C:6]([N:8]1[CH:12]=[CH:11][CH:10]=[C:9]1[C:13]1[CH:25]=[CH:24][C:16]2[NH:17][C:18](=[O:23])[O:19][C:20]([CH3:22])([CH3:21])[C:15]=2[CH:14]=1)=[O:7])([CH3:4])([CH3:3])[CH3:2].ClS([N:30]=[C:31]=O)(=O)=O.CN(C=O)C.O, predict the reaction product. The product is: [C:1]([O:5][C:6]([N:8]1[C:12]([C:31]#[N:30])=[CH:11][CH:10]=[C:9]1[C:13]1[CH:25]=[CH:24][C:16]2[NH:17][C:18](=[O:23])[O:19][C:20]([CH3:22])([CH3:21])[C:15]=2[CH:14]=1)=[O:7])([CH3:4])([CH3:2])[CH3:3]. (4) Given the reactants [CH2:1]([N:8]1[CH:16]=[C:15]2[C:10]([CH:11]=[C:12]([C:17]3[CH:18]=[C:19]([CH2:27][CH2:28][CH2:29][N:30]4[CH2:35][CH2:34][NH:33][CH2:32][CH2:31]4)[N:20]4[C:25]=3[C:24]([NH2:26])=[N:23][CH:22]=[N:21]4)[CH:13]=[CH:14]2)=[N:9]1)[C:2]1[CH:7]=[CH:6][CH:5]=[CH:4][CH:3]=1.C(N(C(C)C)C(C)C)C.[C:45](Cl)(=[O:48])[CH2:46][CH3:47].O, predict the reaction product. The product is: [NH2:26][C:24]1[C:25]2=[C:17]([C:12]3[CH:13]=[CH:14][C:15]4[C:10]([CH:11]=3)=[N:9][N:8]([CH2:1][C:2]3[CH:7]=[CH:6][CH:5]=[CH:4][CH:3]=3)[CH:16]=4)[CH:18]=[C:19]([CH2:27][CH2:28][CH2:29][N:30]3[CH2:35][CH2:34][N:33]([C:45](=[O:48])[CH2:46][CH3:47])[CH2:32][CH2:31]3)[N:20]2[N:21]=[CH:22][N:23]=1. (5) Given the reactants CCN(C(C)C)C(C)C.[Cl:10][C:11]1[C:12]([C:30]2[CH:31]=[N:32][N:33]3[CH:38]=[CH:37][CH:36]=[CH:35][C:34]=23)=[N:13][C:14]([NH:17][C:18]2[CH:23]=[C:22]([N+:24]([O-:26])=[O:25])[C:21](F)=[CH:20][C:19]=2[O:28][CH3:29])=[N:15][CH:16]=1.Cl.Cl.[CH3:41][N:42]([CH3:47])[CH:43]1[CH2:46][NH:45][CH2:44]1.CN(C)C1CNC1, predict the reaction product. The product is: [Cl:10][C:11]1[C:12]([C:30]2[CH:31]=[N:32][N:33]3[CH:38]=[CH:37][CH:36]=[CH:35][C:34]=23)=[N:13][C:14]([NH:17][C:18]2[CH:23]=[C:22]([N+:24]([O-:26])=[O:25])[C:21]([N:45]3[CH2:46][CH:43]([N:42]([CH3:47])[CH3:41])[CH2:44]3)=[CH:20][C:19]=2[O:28][CH3:29])=[N:15][CH:16]=1.